This data is from Full USPTO retrosynthesis dataset with 1.9M reactions from patents (1976-2016). The task is: Predict the reactants needed to synthesize the given product. (1) Given the product [NH2:2][C:1]1[C:3]2[CH:4]=[C:5]([N+:18]([O-:20])=[O:19])[C:6]([NH:10][C:11](=[O:17])[O:12][C:13]([CH3:16])([CH3:15])[CH3:14])=[CH:7][C:8]=2[O:25][N:24]=1, predict the reactants needed to synthesize it. The reactants are: [C:1]([C:3]1[C:8](F)=[CH:7][C:6]([NH:10][C:11](=[O:17])[O:12][C:13]([CH3:16])([CH3:15])[CH3:14])=[C:5]([N+:18]([O-:20])=[O:19])[CH:4]=1)#[N:2].C([NH:24][OH:25])(=O)C.C(=O)([O-])[O-].[K+].[K+].CN(C=O)C. (2) Given the product [N:20]1([C:2]2[C:7]3[CH2:8][N:9]([C:13]([O:15][C:16]([CH3:19])([CH3:18])[CH3:17])=[O:14])[CH2:10][CH2:11][O:12][C:6]=3[CH:5]=[CH:4][CH:3]=2)[CH2:25][CH2:24][O:23][CH2:22][CH2:21]1, predict the reactants needed to synthesize it. The reactants are: Br[C:2]1[C:7]2[CH2:8][N:9]([C:13]([O:15][C:16]([CH3:19])([CH3:18])[CH3:17])=[O:14])[CH2:10][CH2:11][O:12][C:6]=2[CH:5]=[CH:4][CH:3]=1.[NH:20]1[CH2:25][CH2:24][O:23][CH2:22][CH2:21]1.CC(C)([O-])C.[Na+].O1CCOCC1. (3) Given the product [OH:1][CH:2]1[CH2:7][CH2:6][N:5]([S:9]([CH3:8])(=[O:11])=[O:10])[CH2:4][CH2:3]1, predict the reactants needed to synthesize it. The reactants are: [OH:1][CH:2]1[CH2:7][CH2:6][NH:5][CH2:4][CH2:3]1.[CH3:8][S:9](Cl)(=[O:11])=[O:10].CCOC(C)=O. (4) Given the product [NH2:24][C:19]1[CH:20]=[CH:21][CH:22]=[CH:23][C:18]=1[N:15]1[CH2:14][CH2:13][N:12]([C:10](=[O:11])[C@H:9]([NH:27][C:28]([C@H:30]2[CH2:39][C:38]3[C:33](=[CH:34][CH:35]=[CH:36][CH:37]=3)[CH2:32][N:31]2[C:40]([O:42][CH2:43][CH:44]2[C:45]3[CH:46]=[CH:47][CH:48]=[CH:49][C:50]=3[C:51]3[C:56]2=[CH:55][CH:54]=[CH:53][CH:52]=3)=[O:41])=[O:29])[CH2:8][C:5]2[CH:6]=[CH:7][C:2]([Cl:1])=[CH:3][CH:4]=2)[CH2:17][CH2:16]1, predict the reactants needed to synthesize it. The reactants are: [Cl:1][C:2]1[CH:7]=[CH:6][C:5]([CH2:8][C@@H:9]([NH:27][C:28]([C@H:30]2[CH2:39][C:38]3[C:33](=[CH:34][CH:35]=[CH:36][CH:37]=3)[CH2:32][N:31]2[C:40]([O:42][CH2:43][CH:44]2[C:56]3[CH:55]=[CH:54][CH:53]=[CH:52][C:51]=3[C:50]3[C:45]2=[CH:46][CH:47]=[CH:48][CH:49]=3)=[O:41])=[O:29])[C:10]([N:12]2[CH2:17][CH2:16][N:15]([C:18]3[CH:23]=[CH:22][CH:21]=[CH:20][C:19]=3[N+:24]([O-])=O)[CH2:14][CH2:13]2)=[O:11])=[CH:4][CH:3]=1.O.O.Cl[Sn]Cl. (5) Given the product [CH2:11]([N:13]1[CH:17]=[C:16]([C:2]2[S:6][C:5]3=[N:7][CH:8]=[C:9]([I:10])[N:4]3[N:3]=2)[CH:15]=[N:14]1)[CH3:12], predict the reactants needed to synthesize it. The reactants are: Br[C:2]1[S:6][C:5]2=[N:7][CH:8]=[C:9]([I:10])[N:4]2[N:3]=1.[CH2:11]([N:13]1[CH:17]=[C:16](B(O)O)[CH:15]=[N:14]1)[CH3:12].C([O-])([O-])=O.[Na+].[Na+]. (6) The reactants are: [Cl:1][C:2]1[CH:15]=[C:14]([F:16])[C:13]([N:17]2[C:22](=[O:23])[CH:21]=[C:20]([C:24]([F:27])([F:26])[F:25])[N:19]([CH3:28])[C:18]2=[O:29])=[CH:12][C:3]=1[O:4][C:5]1[CH:10]=[CH:9][C:8]([OH:11])=[CH:7][CH:6]=1.C(=O)([O-])[O-].[K+].[K+].Br[CH:37]([CH3:43])[C:38]([O:40][CH2:41][CH3:42])=[O:39]. Given the product [Cl:1][C:2]1[CH:15]=[C:14]([F:16])[C:13]([N:17]2[C:22](=[O:23])[CH:21]=[C:20]([C:24]([F:25])([F:26])[F:27])[N:19]([CH3:28])[C:18]2=[O:29])=[CH:12][C:3]=1[O:4][C:5]1[CH:6]=[CH:7][C:8]([O:11][CH:37]([CH3:43])[C:38]([O:40][CH2:41][CH3:42])=[O:39])=[CH:9][CH:10]=1, predict the reactants needed to synthesize it. (7) Given the product [NH2:54][CH2:52][C:25]1[CH:24]=[CH:23][CH:22]=[CH:21][C:20]=1[C:19]([NH2:18])=[O:34], predict the reactants needed to synthesize it. The reactants are: NC1N=C2C(N=CN2)=C(OCC2C=CC(C[NH:18][C:19](=[O:34])[C:20]3[CH:25]=[CH:24][C:23](CNC(=O)C(F)(F)F)=[CH:22][CH:21]=3)=CC=2)N=1.CO.C([O-])([O-])=O.[Na+].[Na+].FC(F)(F)C(O)=O.[C:52](#[N:54])C. (8) Given the product [Cl:25][C:26]1[CH:27]=[CH:28][C:29]([NH:32][C:22]([C@H:4]2[C@H:5]3[N:6]([C:7]4[CH:14]=[CH:13][C:12]([N:15]5[CH2:20][CH2:19][O:18][CH2:17][C:16]5=[O:21])=[CH:11][C:8]=4[O:9][CH2:10]3)[C:2](=[O:1])[O:3]2)=[O:24])=[N:30][CH:31]=1, predict the reactants needed to synthesize it. The reactants are: [O:1]=[C:2]1[N:6]2[C:7]3[CH:14]=[CH:13][C:12]([N:15]4[CH2:20][CH2:19][O:18][CH2:17][C:16]4=[O:21])=[CH:11][C:8]=3[O:9][CH2:10][C@H:5]2[C@H:4]([C:22]([OH:24])=O)[O:3]1.[Cl:25][C:26]1[CH:27]=[CH:28][C:29]([NH2:32])=[N:30][CH:31]=1.CN(C(ON1N=NC2C=CC=NC1=2)=[N+](C)C)C.F[P-](F)(F)(F)(F)F. (9) Given the product [Br:24][C:25]1[N:35]=[C:28]2[CH:29]=[CH:30][C:31]([CH2:33][O:1][C:2]3[CH:3]=[CH:4][C:5]([C@@H:8]([C:15]#[C:16][CH3:17])[CH2:9][C:10]([O:12][CH2:13][CH3:14])=[O:11])=[CH:6][CH:7]=3)=[CH:32][N:27]2[N:26]=1, predict the reactants needed to synthesize it. The reactants are: [OH:1][C:2]1[CH:7]=[CH:6][C:5]([C@@H:8]([C:15]#[C:16][CH3:17])[CH2:9][C:10]([O:12][CH2:13][CH3:14])=[O:11])=[CH:4][CH:3]=1.C(=O)([O-])[O-].[Cs+].[Cs+].[Br:24][C:25]1[N:35]=[C:28]2[CH:29]=[CH:30][C:31]([CH2:33]Cl)=[CH:32][N:27]2[N:26]=1.